Dataset: Forward reaction prediction with 1.9M reactions from USPTO patents (1976-2016). Task: Predict the product of the given reaction. Given the reactants [CH:1]([CH:3]=O)=[O:2].[CH2:5]([NH:7][CH2:8][C:9]([CH3:12])([OH:11])[CH3:10])[CH3:6], predict the reaction product. The product is: [CH2:5]([N:7]1[CH2:8][C:9]([CH3:12])([CH3:10])[O:11][C:1](=[O:2])[CH2:3]1)[CH3:6].